From a dataset of Retrosynthesis with 50K atom-mapped reactions and 10 reaction types from USPTO. Predict the reactants needed to synthesize the given product. Given the product CC(C)CNc1nccc(-c2sc(C3CCOCC3)nc2-c2cccc(NS(=O)(=O)c3ccoc3)c2F)n1, predict the reactants needed to synthesize it. The reactants are: CC(C)CN.O=S(=O)(Nc1cccc(-c2nc(C3CCOCC3)sc2-c2ccnc(Cl)n2)c1F)c1ccoc1.